Dataset: Reaction yield outcomes from USPTO patents with 853,638 reactions. Task: Predict the reaction yield, written as a fraction of the theoretical maximum amount of product (1.0 means a 100% yield; for example, 0.34 means a 34% yield). (1) The reactants are [CH2:1]([C@H:3]([NH:6][C:7]1[N:8]=[C:9]([C:20]2[CH:25]=[C:24]([O:26]C)[CH:23]=[C:22]([Cl:28])[CH:21]=2)[C:10]2[C:15]([NH2:16])=[C:14]([C:17]([NH2:19])=[O:18])[S:13][C:11]=2[N:12]=1)[CH2:4][OH:5])[CH3:2].B(Br)(Br)Br.C([O-])(O)=O.[Na+]. The catalyst is C(Cl)Cl. The product is [CH2:1]([C@H:3]([NH:6][C:7]1[N:8]=[C:9]([C:20]2[CH:21]=[C:22]([Cl:28])[CH:23]=[C:24]([OH:26])[CH:25]=2)[C:10]2[C:15]([NH2:16])=[C:14]([C:17]([NH2:19])=[O:18])[S:13][C:11]=2[N:12]=1)[CH2:4][OH:5])[CH3:2]. The yield is 0.0300. (2) The reactants are Cl[CH2:2][C:3]([NH:5][C:6]1[N:7]=[C:8]2[CH:13]=[CH:12][C:11]([O:14][C:15]3[CH:16]=[C:17]([NH:21][C:22](=[O:33])[C:23]4[CH:28]=[CH:27][CH:26]=[C:25]([C:29]([F:32])([F:31])[F:30])[CH:24]=4)[CH:18]=[CH:19][CH:20]=3)=[N:10][N:9]2[CH:34]=1)=[O:4].[CH3:35][NH2:36].CO. The catalyst is C(#N)C. The product is [CH3:35][NH:36][CH2:2][C:3]([NH:5][C:6]1[N:7]=[C:8]2[CH:13]=[CH:12][C:11]([O:14][C:15]3[CH:16]=[C:17]([NH:21][C:22](=[O:33])[C:23]4[CH:28]=[CH:27][CH:26]=[C:25]([C:29]([F:32])([F:31])[F:30])[CH:24]=4)[CH:18]=[CH:19][CH:20]=3)=[N:10][N:9]2[CH:34]=1)=[O:4]. The yield is 0.250. (3) The reactants are Cl.[Br:2][C:3]1[CH:10]=[CH:9][C:6]([CH2:7][NH2:8])=[CH:5][CH:4]=1.[OH-].[Na+].[CH3:13][C:14]([O:17][C:18](O[C:18]([O:17][C:14]([CH3:16])([CH3:15])[CH3:13])=[O:19])=[O:19])([CH3:16])[CH3:15]. The catalyst is O1CCOCC1. The product is [C:14]([O:17][C:18](=[O:19])[NH:8][CH2:7][C:6]1[CH:9]=[CH:10][C:3]([Br:2])=[CH:4][CH:5]=1)([CH3:16])([CH3:15])[CH3:13]. The yield is 0.960.